This data is from Catalyst prediction with 721,799 reactions and 888 catalyst types from USPTO. The task is: Predict which catalyst facilitates the given reaction. (1) Reactant: [CH3:1][C@@H:2]([NH:12][CH2:13][C@H:14]([OH:25])[C:15]1[CH:16]=[CH:17][C:18]([OH:24])=[C:19]([NH:21][CH:22]=[O:23])[CH:20]=1)[CH2:3][C:4]1[CH:5]=[CH:6][C:7]([O:10][CH3:11])=[CH:8][CH:9]=1.CO.[C:28]([OH:37])(=[O:36])[C@@H:29]([C@H:31]([C:33]([OH:35])=[O:34])[OH:32])[OH:30]. Product: [CH3:1][C@@H:2]([NH:12][CH2:13][C@H:14]([OH:25])[C:15]1[CH:16]=[CH:17][C:18]([OH:24])=[C:19]([NH:21][CH:22]=[O:23])[CH:20]=1)[CH2:3][C:4]1[CH:5]=[CH:6][C:7]([O:10][CH3:11])=[CH:8][CH:9]=1.[C:33]([C@@H:31]([C@H:29]([C:28]([O-:37])=[O:36])[OH:30])[OH:32])([O-:35])=[O:34]. The catalyst class is: 6. (2) Reactant: [NH2:1][C:2]1[C:3]([C:12]([NH:14][C@H:15]([C:22]([O:24][CH3:25])=[O:23])[CH2:16][O:17][CH2:18][CH2:19][CH2:20][CH3:21])=[O:13])=[CH:4][C:5]2[C:10]([CH:11]=1)=[CH:9][CH:8]=[CH:7][CH:6]=2.[N:26]([C:29]1[C:34]([CH3:35])=[CH:33][C:32]([CH3:36])=[CH:31][C:30]=1[CH3:37])=[C:27]=[O:28]. Product: [CH2:18]([O:17][CH2:16][C@@H:15]([C:22]([O:24][CH3:25])=[O:23])[NH:14][C:12]([C:3]1[C:2]([NH:1][C:27]([NH:26][C:29]2[C:30]([CH3:37])=[CH:31][C:32]([CH3:36])=[CH:33][C:34]=2[CH3:35])=[O:28])=[CH:11][C:10]2[C:5](=[CH:6][CH:7]=[CH:8][CH:9]=2)[CH:4]=1)=[O:13])[CH2:19][CH2:20][CH3:21]. The catalyst class is: 17. (3) Reactant: C(O[C:6](=O)[N:7]([C:9]1[CH:14]=[CH:13][C:12]([C:15]2[O:16][C:17]3[CH:23]=[CH:22][C:21]([O:24]C)=[CH:20][C:18]=3[CH:19]=2)=[C:11]([F:26])[N:10]=1)C)(C)(C)C.B(Br)(Br)Br.C(=O)(O)[O-].[Na+]. Product: [F:26][C:11]1[C:12]([C:15]2[O:16][C:17]3[CH:23]=[CH:22][C:21]([OH:24])=[CH:20][C:18]=3[CH:19]=2)=[CH:13][CH:14]=[C:9]([NH:7][CH3:6])[N:10]=1. The catalyst class is: 4.